This data is from Reaction yield outcomes from USPTO patents with 853,638 reactions. The task is: Predict the reaction yield, written as a fraction of the theoretical maximum amount of product (1.0 means a 100% yield; for example, 0.34 means a 34% yield). (1) The reactants are Cl[C:2]1[CH:3]=[CH:4][C:5]2[N:6]=[CH:7][N:8]=[C:9]([NH:12][C:13]3[CH:14]=[N:15][C:16]([O:19][CH3:20])=[CH:17][CH:18]=3)[C:10]=2[N:11]=1.[Cl:21][C:22]1[C:27]([NH:28][S:29]([C:32]2[CH:37]=[CH:36][C:35]([F:38])=[CH:34][C:33]=2[F:39])(=[O:31])=[O:30])=[CH:26][C:25](B2OC(C)(C)C(C)(C)O2)=[CH:24][N:23]=1.C(=O)(O)[O-].[Na+]. The catalyst is O1CCOCC1. The product is [Cl:21][C:22]1[C:27]([NH:28][S:29]([C:32]2[CH:37]=[CH:36][C:35]([F:38])=[CH:34][C:33]=2[F:39])(=[O:31])=[O:30])=[CH:26][C:25]([C:2]2[CH:3]=[CH:4][C:5]3[N:6]=[CH:7][N:8]=[C:9]([NH:12][C:13]4[CH:14]=[N:15][C:16]([O:19][CH3:20])=[CH:17][CH:18]=4)[C:10]=3[N:11]=2)=[CH:24][N:23]=1. The yield is 0.310. (2) The reactants are [CH:1]1([C:4]2[C:12]([N:13]([CH2:18][CH2:19][CH2:20]O)[S:14]([CH3:17])(=[O:16])=[O:15])=[CH:11][C:10]3[C:6](=[C:7]([C:36]([NH:38][CH3:39])=[O:37])[N:8]([C:22]4[CH:27]=[CH:26][C:25]([NH:28][C:29]5[CH:34]=[CH:33][C:32]([F:35])=[CH:31][CH:30]=5)=[CH:24][CH:23]=4)[N:9]=3)[CH:5]=2)[CH2:3][CH2:2]1.C1(P(C2C=CC=CC=2)C2C=CC=CC=2)C=CC=CC=1.[C:59]1(=[O:69])[NH:63][C:62](=[O:64])[C:61]2=[CH:65][CH:66]=[CH:67][CH:68]=[C:60]12.N(C(OC(C)C)=O)=NC(OC(C)C)=O.CC(OC(/N=N/C(OC(C)C)=O)=O)C. The catalyst is C1COCC1. The product is [CH:1]1([C:4]2[C:12]([N:13]([CH2:18][CH2:19][CH2:20][N:63]3[C:59](=[O:69])[C:60]4[C:61](=[CH:65][CH:66]=[CH:67][CH:68]=4)[C:62]3=[O:64])[S:14]([CH3:17])(=[O:16])=[O:15])=[CH:11][C:10]3[C:6](=[C:7]([C:36]([NH:38][CH3:39])=[O:37])[N:8]([C:22]4[CH:27]=[CH:26][C:25]([NH:28][C:29]5[CH:30]=[CH:31][C:32]([F:35])=[CH:33][CH:34]=5)=[CH:24][CH:23]=4)[N:9]=3)[CH:5]=2)[CH2:3][CH2:2]1. The yield is 0.810. (3) The reactants are [CH3:1][CH:2]([CH3:20])[CH2:3][CH2:4][NH:5][C:6]([C:8]1[N:9]=[N:10][C:11]([N:14]2[CH2:19][CH2:18][NH:17][CH2:16][CH2:15]2)=[CH:12][CH:13]=1)=[O:7].[Cl:21][C:22]1[CH:30]=[CH:29][C:28]([Cl:31])=[CH:27][C:23]=1[C:24](O)=[O:25].N12CCCN=C1CCCCC2.CN(C)CCCN=C=NCC. The catalyst is CN(C=O)C.CCOC(C)=O. The product is [CH3:1][CH:2]([CH3:20])[CH2:3][CH2:4][NH:5][C:6]([C:8]1[N:9]=[N:10][C:11]([N:14]2[CH2:19][CH2:18][N:17]([C:24](=[O:25])[C:23]3[CH:27]=[C:28]([Cl:31])[CH:29]=[CH:30][C:22]=3[Cl:21])[CH2:16][CH2:15]2)=[CH:12][CH:13]=1)=[O:7]. The yield is 0.890. (4) The reactants are S1C2=CC=CC(O)=C2C=N1.C[O:12][C:13]1[C:21]2[S:20][N:19]=[CH:18][C:17]=2[CH:16]=[CH:15][CH:14]=1.Cl.N1C=CC=CC=1. No catalyst specified. The product is [S:20]1[C:21]2[C:13]([OH:12])=[CH:14][CH:15]=[CH:16][C:17]=2[CH:18]=[N:19]1. The yield is 0.470.